This data is from Forward reaction prediction with 1.9M reactions from USPTO patents (1976-2016). The task is: Predict the product of the given reaction. (1) Given the reactants [C:1]([C:5]1[CH:13]=[CH:12][C:8]([C:9](Cl)=[O:10])=[CH:7][CH:6]=1)([CH3:4])([CH3:3])[CH3:2].[CH2:14]=[C:15]([N:22]1[CH2:27][CH2:26][O:25][CH2:24][CH2:23]1)[N:16]1[CH2:21][CH2:20][O:19][CH2:18][CH2:17]1.C(N(CC)CC)C.[OH-].[Na+], predict the reaction product. The product is: [C:1]([C:5]1[CH:13]=[CH:12][C:8]([C:9](=[O:10])[CH:14]=[C:15]([N:22]2[CH2:23][CH2:24][O:25][CH2:26][CH2:27]2)[N:16]2[CH2:21][CH2:20][O:19][CH2:18][CH2:17]2)=[CH:7][CH:6]=1)([CH3:4])([CH3:3])[CH3:2]. (2) Given the reactants [CH2:1]([C:3]1[CH:8]=[CH:7][CH:6]=[CH:5][C:4]=1[OH:9])[CH3:2].F[B-](F)(F)F.[O:15]=[N+:16]=[O:17], predict the reaction product. The product is: [CH2:1]([C:3]1[CH:8]=[CH:7][CH:6]=[C:5]([N+:16]([O-:17])=[O:15])[C:4]=1[OH:9])[CH3:2]. (3) Given the reactants [NH2:1][C:2]1[CH:9]=[CH:8][C:5]([C:6]#[N:7])=[C:4]([C:10]([F:13])([F:12])[F:11])[CH:3]=1.[I-].[K+].[I:16]([O-])(=O)=O.[K+].Cl, predict the reaction product. The product is: [NH2:1][C:2]1[C:9]([I:16])=[CH:8][C:5]([C:6]#[N:7])=[C:4]([C:10]([F:11])([F:12])[F:13])[CH:3]=1.